This data is from Full USPTO retrosynthesis dataset with 1.9M reactions from patents (1976-2016). The task is: Predict the reactants needed to synthesize the given product. (1) Given the product [CH3:20][N:19]([CH3:21])[C:17](=[O:18])[CH2:16][CH2:15][S:14][CH:3]1[CH2:4][C@@H:5]([C:9]([CH3:11])=[CH2:10])[CH2:6][C:7](=[O:8])[CH:2]1[CH3:1], predict the reactants needed to synthesize it. The reactants are: [CH3:1][C:2]1[C:7](=[O:8])[CH2:6][CH:5]([C:9]([CH3:11])=[CH2:10])[CH2:4][CH:3]=1.C(=O)([S:14][CH2:15][CH2:16][C:17]([N:19]([CH3:21])[CH3:20])=[O:18])C.C1CCN2C(=NCCC2)CC1. (2) Given the product [CH:1]1[C:10]2[C@H:11]3[CH2:17][NH:16][CH2:15][CH2:14][CH2:13][C@H:12]3[N:8]3[C:9]=2[C:4]([CH2:5][CH2:6][CH2:7]3)=[CH:3][CH:2]=1, predict the reactants needed to synthesize it. The reactants are: [CH:1]1[C:10]2[C:11]3[CH2:17][NH:16][CH2:15][CH2:14][CH2:13][C:12]=3[N:8]3[C:9]=2[C:4]([CH2:5][CH2:6][CH2:7]3)=[CH:3][CH:2]=1.[SiH](CC)(CC)CC. (3) Given the product [NH2:1][C@H:2]([CH2:21][N:22]1[CH:23]=[CH:37][C:33]([C:32]([F:39])([F:38])[F:31])=[N:34]1)[CH2:3][NH:4][C:5]1[S:6][C:7]([C:10]2[CH:11]=[C:12]3[C:17](=[CH:18][CH:19]=2)[CH:16]=[N:15][C:14]([F:20])=[CH:13]3)=[CH:8][N:9]=1, predict the reactants needed to synthesize it. The reactants are: [NH2:1][C@@H:2]([CH2:21][N:22]1C=C(C(F)(F)F)N=[CH:23]1)[CH2:3][NH:4][C:5]1[S:6][C:7]([C:10]2[CH:11]=[C:12]3[C:17](=[CH:18][CH:19]=2)[CH:16]=[N:15][C:14]([F:20])=[CH:13]3)=[CH:8][N:9]=1.[F:31][C:32]([F:39])([F:38])[C:33]1[CH:37]=CN[N:34]=1.